From a dataset of Forward reaction prediction with 1.9M reactions from USPTO patents (1976-2016). Predict the product of the given reaction. (1) Given the reactants [C:1]1([C:7]2[CH2:8][CH2:9][N:10]([CH2:13][CH2:14][CH2:15][CH:16]=O)[CH2:11][CH:12]=2)[CH:6]=[CH:5][CH:4]=[CH:3][CH:2]=1.[Br-].[O:19]=[C:20]1[C:24]2[CH:25]=[CH:26][CH:27]=[CH:28][C:23]=2[CH:22]([P+](C2C=CC=CC=2)(C2C=CC=CC=2)C2C=CC=CC=2)O1.C(N(CC)CC)C.O.[NH2:56][NH2:57], predict the reaction product. The product is: [C:1]1([C:7]2[CH2:8][CH2:9][N:10]([CH2:13][CH2:14][CH2:15][CH2:16][C:22]3[C:23]4[C:24](=[CH:25][CH:26]=[CH:27][CH:28]=4)[C:20](=[O:19])[NH:57][N:56]=3)[CH2:11][CH:12]=2)[CH:2]=[CH:3][CH:4]=[CH:5][CH:6]=1. (2) Given the reactants [CH3:1][O:2][CH:3]1[O:8][CH2:7][CH:6]([CH2:9][O:10][C:11]2[CH:16]=[CH:15][N:14]=[C:13]([CH2:17][S:18][C:19]3[NH:23][C:22]4[CH:24]=[CH:25][CH:26]=[CH:27][C:21]=4[N:20]=3)[C:12]=2[CH3:28])[CH2:5][O:4]1.ClC1C=CC=C(C(OO)=[O:37])C=1.C(=O)([O-])O.[Na+], predict the reaction product. The product is: [CH3:1][O:2][CH:3]1[O:8][CH2:7][CH:6]([CH2:9][O:10][C:11]2[CH:16]=[CH:15][N:14]=[C:13]([CH2:17][S:18]([C:19]3[NH:20][C:21]4[CH:27]=[CH:26][CH:25]=[CH:24][C:22]=4[N:23]=3)=[O:37])[C:12]=2[CH3:28])[CH2:5][O:4]1.